Dataset: NCI-60 drug combinations with 297,098 pairs across 59 cell lines. Task: Regression. Given two drug SMILES strings and cell line genomic features, predict the synergy score measuring deviation from expected non-interaction effect. Drug 1: CCCS(=O)(=O)NC1=C(C(=C(C=C1)F)C(=O)C2=CNC3=C2C=C(C=N3)C4=CC=C(C=C4)Cl)F. Drug 2: CC1=C2C(C(=O)C3(C(CC4C(C3C(C(C2(C)C)(CC1OC(=O)C(C(C5=CC=CC=C5)NC(=O)OC(C)(C)C)O)O)OC(=O)C6=CC=CC=C6)(CO4)OC(=O)C)O)C)O. Cell line: HL-60(TB). Synergy scores: CSS=70.5, Synergy_ZIP=31.7, Synergy_Bliss=35.5, Synergy_Loewe=2.46, Synergy_HSA=27.4.